From a dataset of Full USPTO retrosynthesis dataset with 1.9M reactions from patents (1976-2016). Predict the reactants needed to synthesize the given product. (1) Given the product [F:21][C:15]1([CH2:14][N:11]2[CH2:12][CH2:13][CH:8]([CH2:7][O:6][C:5]3[CH:22]=[CH:23][C:2]([C:31]4[CH:32]=[CH:33][C:28]([C:26]([O:25][CH3:24])=[O:27])=[CH:29][CH:30]=4)=[CH:3][CH:4]=3)[CH2:9][CH2:10]2)[CH2:20][CH2:19][CH2:18][CH2:17][CH2:16]1, predict the reactants needed to synthesize it. The reactants are: Br[C:2]1[CH:23]=[CH:22][C:5]([O:6][CH2:7][CH:8]2[CH2:13][CH2:12][N:11]([CH2:14][C:15]3([F:21])[CH2:20][CH2:19][CH2:18][CH2:17][CH2:16]3)[CH2:10][CH2:9]2)=[CH:4][CH:3]=1.[CH3:24][O:25][C:26]([C:28]1[CH:33]=[CH:32][C:31](B(O)O)=[CH:30][CH:29]=1)=[O:27].C([O-])([O-])=O.[Cs+].[Cs+].O1CCOCC1. (2) Given the product [Si:23]([O:8][C:5]1[CH:6]=[CH:7][C:2]([NH:1][C:10]2[N:15]=[C:14]([C:16]#[N:17])[CH:13]=[CH:12][CH:11]=2)=[CH:3][CH:4]=1)([C:26]([CH3:29])([CH3:28])[CH3:27])([CH3:25])[CH3:24], predict the reactants needed to synthesize it. The reactants are: [NH2:1][C:2]1[CH:7]=[CH:6][C:5]([OH:8])=[CH:4][CH:3]=1.Cl[C:10]1[N:15]=[C:14]([C:16]#[N:17])[CH:13]=[CH:12][CH:11]=1.N1C=CN=C1.[Si:23](Cl)([C:26]([CH3:29])([CH3:28])[CH3:27])([CH3:25])[CH3:24]. (3) Given the product [ClH:1].[ClH:1].[CH:63]1([C@@H:69]([NH:71][C:23]([C:22]2[C:21]3[C:16](=[CH:17][CH:18]=[CH:19][CH:20]=3)[N:15]=[C:14]([C:26]3[CH:31]=[CH:30][CH:29]=[CH:28][CH:27]=3)[C:13]=2[CH2:12][N:9]2[CH2:8][CH2:7][N:6]([CH:3]([CH3:5])[CH3:4])[CH2:11][CH2:10]2)=[O:24])[CH3:70])[CH2:68][CH2:67][CH2:66][CH2:65][CH2:64]1, predict the reactants needed to synthesize it. The reactants are: [ClH:1].Cl.[CH:3]([N:6]1[CH2:11][CH2:10][N:9]([CH2:12][C:13]2[C:14]([C:26]3[CH:31]=[CH:30][CH:29]=[CH:28][CH:27]=3)=[N:15][C:16]3[C:21]([C:22]=2[C:23](O)=[O:24])=[CH:20][CH:19]=[CH:18][CH:17]=3)[CH2:8][CH2:7]1)([CH3:5])[CH3:4].C(N(CC)CC)C.F[P-](F)(F)(F)(F)F.N1(OC(N(C)C)=[N+](C)C)C2C=CC=CC=2N=N1.[CH:63]1([C@@H:69]([NH2:71])[CH3:70])[CH2:68][CH2:67][CH2:66][CH2:65][CH2:64]1. (4) Given the product [Cl:1][C:2]1[CH:9]=[C:8]([N:10]([C@H:22]2[CH2:26][CH2:25][N:24]([S:30]([CH:27]3[CH2:29][CH2:28]3)(=[O:32])=[O:31])[CH2:23]2)[CH2:11][C:12]2[CH:17]=[CH:16][CH:15]=[CH:14][C:13]=2[C:18]([F:19])([F:20])[F:21])[CH:7]=[CH:6][C:3]=1[C:4]#[N:5], predict the reactants needed to synthesize it. The reactants are: [Cl:1][C:2]1[CH:9]=[C:8]([N:10]([C@H:22]2[CH2:26][CH2:25][NH:24][CH2:23]2)[CH2:11][C:12]2[CH:17]=[CH:16][CH:15]=[CH:14][C:13]=2[C:18]([F:21])([F:20])[F:19])[CH:7]=[CH:6][C:3]=1[C:4]#[N:5].[CH:27]1([S:30](Cl)(=[O:32])=[O:31])[CH2:29][CH2:28]1. (5) Given the product [Br:1][C:2]1[CH:10]=[C:9]([C:11]#[N:12])[CH:8]=[C:7]2[C:3]=1[CH:4]=[N:5][N:6]2[C:16]1[CH:17]=[C:18]([F:28])[C:19]([O:20][CH2:21][C:22]2[CH:23]=[CH:24][CH:25]=[CH:26][CH:27]=2)=[C:14]([F:13])[CH:15]=1, predict the reactants needed to synthesize it. The reactants are: [Br:1][C:2]1[CH:10]=[C:9]([C:11]#[N:12])[CH:8]=[C:7]2[C:3]=1[CH:4]=[N:5][NH:6]2.[F:13][C:14]1[CH:15]=[C:16](B(O)O)[CH:17]=[C:18]([F:28])[C:19]=1[O:20][CH2:21][C:22]1[CH:27]=[CH:26][CH:25]=[CH:24][CH:23]=1.N1C=CC=CC=1. (6) Given the product [CH:2]1([CH2:3][N:5]2[CH2:14][CH2:13][C:12]3[C:7](=[CH:8][C:9]([S:15]([NH:21][CH2:22][CH2:23][C@@H:24]4[CH2:28][CH2:27][CH2:26][N:25]4[CH3:29])(=[O:17])=[O:16])=[CH:10][CH:11]=3)[CH2:6]2)[CH2:11][CH2:12][CH2:7][CH2:8][CH2:9]1, predict the reactants needed to synthesize it. The reactants are: F[C:2](F)(F)[C:3]([N:5]1[CH2:14][CH2:13][C:12]2[C:7](=[CH:8][C:9]([S:15](Cl)(=[O:17])=[O:16])=[CH:10][CH:11]=2)[CH2:6]1)=O.[NH2:21][CH2:22][CH2:23][CH:24]1[CH2:28][CH2:27][CH2:26][N:25]1[CH3:29]. (7) Given the product [CH3:1][O:2][C:3]([C:5]1[S:6][CH:7]=[CH:8][C:9]=1[N:10]([CH2:24][C:25]1[CH:30]=[CH:29][CH:28]=[CH:27][CH:26]=1)[S:11]([C:14]1[CH:19]=[CH:18][C:17]([O:20][CH3:21])=[CH:16][CH:15]=1)(=[O:13])=[O:12])=[O:4], predict the reactants needed to synthesize it. The reactants are: [CH3:1][O:2][C:3]([C:5]1[S:6][CH:7]=[CH:8][C:9]=1[NH:10][S:11]([C:14]1[CH:19]=[CH:18][C:17]([O:20][CH3:21])=[CH:16][CH:15]=1)(=[O:13])=[O:12])=[O:4].[H-].[Na+].[CH2:24](Br)[C:25]1[CH:30]=[CH:29][CH:28]=[CH:27][CH:26]=1.O. (8) Given the product [CH3:1][C:2]1[O:6][N:5]=[C:4]([O:7][CH:8]2[CH2:11][N:10]([C:12]3[N:21]=[CH:20][C:19]([C:22]([F:25])([F:23])[F:24])=[CH:18][C:13]=3[C:14]([OH:16])=[O:15])[CH2:9]2)[CH:3]=1, predict the reactants needed to synthesize it. The reactants are: [CH3:1][C:2]1[O:6][N:5]=[C:4]([O:7][CH:8]2[CH2:11][N:10]([C:12]3[N:21]=[CH:20][C:19]([C:22]([F:25])([F:24])[F:23])=[CH:18][C:13]=3[C:14]([O:16]C)=[O:15])[CH2:9]2)[CH:3]=1.O.[OH-].[Li+]. (9) Given the product [O:43]=[S:44]1(=[O:52])[CH2:49][CH2:48][CH:47]([CH2:50][N:5]2[C:1](=[O:11])[C:2]3[C:3](=[CH:7][CH:8]=[CH:9][CH:10]=3)[C:4]2=[O:6])[CH2:46][CH2:45]1, predict the reactants needed to synthesize it. The reactants are: [C:1]1(=[O:11])[NH:5][C:4](=[O:6])[C:3]2=[CH:7][CH:8]=[CH:9][CH:10]=[C:2]12.C1(P(C2C=CC=CC=2)C2C=CC=CC=2)C=CC=CC=1.N(C(OCC)=O)=NC(OCC)=O.[O:43]=[S:44]1(=[O:52])[CH2:49][CH2:48][CH:47]([CH2:50]O)[CH2:46][CH2:45]1.